Task: Predict the reactants needed to synthesize the given product.. Dataset: Full USPTO retrosynthesis dataset with 1.9M reactions from patents (1976-2016) (1) Given the product [F:7][C:8]([F:17])([F:16])[C:9]1([CH2:12][OH:13])[CH2:11][CH2:10]1, predict the reactants needed to synthesize it. The reactants are: [H-].[Al+3].[Li+].[H-].[H-].[H-].[F:7][C:8]([F:17])([F:16])[C:9]1([C:12](OC)=[O:13])[CH2:11][CH2:10]1. (2) Given the product [NH2:13][N:6]1[CH:7]=[CH:8][C:4]([Cl:3])=[C:5]1[C:9]([O:11][CH3:12])=[O:10], predict the reactants needed to synthesize it. The reactants are: [H-].[Na+].[Cl:3][C:4]1[CH:8]=[CH:7][NH:6][C:5]=1[C:9]([O:11][CH3:12])=[O:10].[N+:13](C1C=C([N+]([O-])=O)C=CC=1ON)([O-])=O. (3) The reactants are: C(N(CC)CC)C.[CH3:8][C:9]1[N:14]=[CH:13][C:12]([CH2:15]O)=[CH:11][CH:10]=1.S([Cl:21])(C)(=O)=O.C([O-])(O)=O.[Na+]. Given the product [Cl:21][CH2:15][C:12]1[CH:11]=[CH:10][C:9]([CH3:8])=[N:14][CH:13]=1, predict the reactants needed to synthesize it. (4) Given the product [C:22]([O:26][C:27](=[O:28])[NH:29][C@@H:30]([C:31](=[O:32])[NH:1][C:2]1[CH:3]=[C:4]2[C:20](=[O:21])[NH:19][N:18]=[CH:17][C:6]3=[C:7]([C:11]4[CH:12]=[CH:13][CH:14]=[CH:15][CH:16]=4)[NH:8][C:9]([CH:10]=1)=[C:5]23)[C:34]1[CH:39]=[CH:38][CH:37]=[CH:36][CH:35]=1)([CH3:25])([CH3:23])[CH3:24], predict the reactants needed to synthesize it. The reactants are: [NH2:1][C:2]1[CH:3]=[C:4]2[C:20](=[O:21])[NH:19][N:18]=[CH:17][C:6]3=[C:7]([C:11]4[CH:16]=[CH:15][CH:14]=[CH:13][CH:12]=4)[NH:8][C:9]([CH:10]=1)=[C:5]23.[C:22]([O:26][C:27]([NH:29][C@H:30]([C:34]1[CH:39]=[CH:38][CH:37]=[CH:36][CH:35]=1)[C:31](O)=[O:32])=[O:28])([CH3:25])([CH3:24])[CH3:23].C(N(CC)CC)C.F[P-](F)(F)(F)(F)F.N1(OC(N(C)C)=[N+](C)C)C2N=CC=CC=2N=N1. (5) Given the product [CH3:1][C:2]1[NH:3][C:4]2[C:10]([Br:12])=[C:9]([NH2:11])[CH:8]=[CH:7][C:5]=2[N:6]=1, predict the reactants needed to synthesize it. The reactants are: [CH3:1][C:2]1[NH:3][C:4]2[CH:10]=[C:9]([NH2:11])[CH:8]=[CH:7][C:5]=2[N:6]=1.[Br:12]Br. (6) Given the product [C:1]([O:4][C@H:5]([CH2:10][C:11]1[CH:19]=[C:18]([CH3:20])[C:17]2[C:13](=[CH:14][N:15]([CH2:21][O:22][CH2:23][CH2:24][Si:25]([CH3:28])([CH3:27])[CH3:26])[N:16]=2)[CH:12]=1)[C:6]([O:8][CH3:9])=[O:7])(=[O:3])[CH3:2], predict the reactants needed to synthesize it. The reactants are: [C:1]([O:4][C:5](=[CH:10][C:11]1[CH:19]=[C:18]([CH3:20])[C:17]2[C:13](=[CH:14][N:15]([CH2:21][O:22][CH2:23][CH2:24][Si:25]([CH3:28])([CH3:27])[CH3:26])[N:16]=2)[CH:12]=1)[C:6]([O:8][CH3:9])=[O:7])(=[O:3])[CH3:2].